Dataset: Reaction yield outcomes from USPTO patents with 853,638 reactions. Task: Predict the reaction yield, written as a fraction of the theoretical maximum amount of product (1.0 means a 100% yield; for example, 0.34 means a 34% yield). (1) The reactants are [OH:1][C:2]1[CH:7]=[CH:6][CH:5]=[CH:4][C:3]=1[C:8]1[C:16]2[C:15]([NH:17][C@H:18]([C:20]3[N:25]([C:26]4[CH:31]=[CH:30][CH:29]=[CH:28][CH:27]=4)[C:24](=[O:32])[C:23]4=[C:33]([CH3:36])[CH:34]=[CH:35][N:22]4[N:21]=3)[CH3:19])=[N:14][CH:13]=[N:12][C:11]=2[N:10](COCC[Si](C)(C)C)[CH:9]=1.FC(F)(F)C(O)=O.N. No catalyst specified. The product is [OH:1][C:2]1[CH:7]=[CH:6][CH:5]=[CH:4][C:3]=1[C:8]1[C:16]2[C:15]([NH:17][C@H:18]([C:20]3[N:25]([C:26]4[CH:31]=[CH:30][CH:29]=[CH:28][CH:27]=4)[C:24](=[O:32])[C:23]4=[C:33]([CH3:36])[CH:34]=[CH:35][N:22]4[N:21]=3)[CH3:19])=[N:14][CH:13]=[N:12][C:11]=2[NH:10][CH:9]=1. The yield is 0.560. (2) The reactants are [NH2:1][CH:2]1[CH2:7][CH2:6][N:5]([CH2:8][CH:9]2[N:19]3[C:20]4[N:11]([C:12](=[O:22])[CH:13]=[CH:14][C:15]=4[N:16]=[CH:17][C:18]3=[O:21])[CH2:10]2)[CH2:4][CH2:3]1.S([O-])([O-])(=O)=O.[Mg+2].[F:29][C:30]1[CH:31]=[C:32]([CH2:36][CH2:37][CH:38]=O)[CH:33]=[CH:34][CH:35]=1.[BH-](OC(C)=O)(OC(C)=O)OC(C)=O.[Na+]. The catalyst is ClCCl.CO. The product is [F:29][C:30]1[CH:31]=[C:32]([CH2:36][CH2:37][CH2:38][NH:1][CH:2]2[CH2:7][CH2:6][N:5]([CH2:8][CH:9]3[N:19]4[C:20]5[N:11]([C:12](=[O:22])[CH:13]=[CH:14][C:15]=5[N:16]=[CH:17][C:18]4=[O:21])[CH2:10]3)[CH2:4][CH2:3]2)[CH:33]=[CH:34][CH:35]=1. The yield is 0.439. (3) The reactants are [O:1]1[C:7]2[CH:8]=[CH:9][CH:10]=[CH:11][C:6]=2[C:5](=[O:12])[NH:4][CH2:3][CH2:2]1.[Cl:13][S:14](O)(=[O:16])=[O:15]. The catalyst is C(Cl)(Cl)Cl. The product is [O:12]=[C:5]1[C:6]2[CH:11]=[C:10]([S:14]([Cl:13])(=[O:16])=[O:15])[CH:9]=[CH:8][C:7]=2[O:1][CH2:2][CH2:3][NH:4]1. The yield is 0.290. (4) The reactants are [OH:1][C:2]1[CH:9]=[CH:8][C:5]([CH:6]=[O:7])=[CH:4][CH:3]=1.Br[CH2:11][CH:12]1[CH2:17][CH2:16][CH2:15][CH2:14][CH2:13]1.C([O-])([O-])=O.[K+].[K+]. The catalyst is CC#N. The product is [CH:12]1([CH2:11][O:1][C:2]2[CH:9]=[CH:8][C:5]([CH:6]=[O:7])=[CH:4][CH:3]=2)[CH2:17][CH2:16][CH2:15][CH2:14][CH2:13]1. The yield is 0.820.